From a dataset of Forward reaction prediction with 1.9M reactions from USPTO patents (1976-2016). Predict the product of the given reaction. (1) Given the reactants Br[C:2]1[CH:3]=[C:4]([C:8]2[N:13]3[N:14]=[CH:15][C:16]([C:17]([C:19]4[S:20][CH:21]=[CH:22][CH:23]=4)=[O:18])=[C:12]3[N:11]=[CH:10][CH:9]=2)[CH:5]=[CH:6][CH:7]=1.C([O-])([O-])=O.[Na+].[Na+].CO[CH2:32][CH2:33]OC, predict the reaction product. The product is: [CH3:10][N:11]([CH3:12])[C:33]1[CH:32]=[CH:6][C:7]([C:2]2[CH:7]=[CH:6][CH:5]=[C:4]([C:8]3[N:13]4[N:14]=[CH:15][C:16]([C:17]([C:19]5[S:20][CH:21]=[CH:22][CH:23]=5)=[O:18])=[C:12]4[N:11]=[CH:10][CH:9]=3)[CH:3]=2)=[CH:2][CH:3]=1. (2) The product is: [F:1][C:2]1[C:7]([F:8])=[CH:6][C:5]([C:9]2[CH:10]=[CH:11][C:12]([O:15][CH2:19][C:20]3[C:28]4[O:27][N:26]=[C:25]([O:29][C:30]([C:31]5[CH:36]=[CH:35][CH:34]=[CH:33][CH:32]=5)([C:43]5[CH:44]=[CH:45][CH:46]=[CH:47][CH:48]=5)[C:37]5[CH:42]=[CH:41][CH:40]=[CH:39][CH:38]=5)[C:24]=4[CH:23]=[CH:22][CH:21]=3)=[CH:13][CH:14]=2)=[C:4]([O:16][CH3:17])[CH:3]=1. Given the reactants [F:1][C:2]1[C:7]([F:8])=[CH:6][C:5]([C:9]2[CH:14]=[CH:13][C:12]([OH:15])=[CH:11][CH:10]=2)=[C:4]([O:16][CH3:17])[CH:3]=1.Br[CH2:19][C:20]1[C:28]2[O:27][N:26]=[C:25]([O:29][C:30]([C:43]3[CH:48]=[CH:47][CH:46]=[CH:45][CH:44]=3)([C:37]3[CH:42]=[CH:41][CH:40]=[CH:39][CH:38]=3)[C:31]3[CH:36]=[CH:35][CH:34]=[CH:33][CH:32]=3)[C:24]=2[CH:23]=[CH:22][CH:21]=1.C(=O)([O-])[O-].[K+].[K+], predict the reaction product.